Dataset: Full USPTO retrosynthesis dataset with 1.9M reactions from patents (1976-2016). Task: Predict the reactants needed to synthesize the given product. Given the product [F:1][C:2]1[C:3]([NH:28][C@H:29]2[CH2:34][CH2:33][CH2:32][C@@H:31]([NH:35][C:37]3[O:38][CH:39]=[C:40]([C:42]([O:44][CH3:45])=[O:43])[N:41]=3)[CH2:30]2)=[N:4][C:5]([C:8]2[C:16]3[C:11](=[N:12][CH:13]=[C:14]([F:17])[CH:15]=3)[N:10]([S:18]([C:21]3[CH:22]=[CH:23][C:24]([CH3:27])=[CH:25][CH:26]=3)(=[O:19])=[O:20])[CH:9]=2)=[N:6][CH:7]=1, predict the reactants needed to synthesize it. The reactants are: [F:1][C:2]1[C:3]([NH:28][C@H:29]2[CH2:34][CH2:33][CH2:32][C@@H:31]([NH2:35])[CH2:30]2)=[N:4][C:5]([C:8]2[C:16]3[C:11](=[N:12][CH:13]=[C:14]([F:17])[CH:15]=3)[N:10]([S:18]([C:21]3[CH:26]=[CH:25][C:24]([CH3:27])=[CH:23][CH:22]=3)(=[O:20])=[O:19])[CH:9]=2)=[N:6][CH:7]=1.Cl[C:37]1[O:38][CH:39]=[C:40]([C:42]([O:44][CH3:45])=[O:43])[N:41]=1.C1CCN2C(=NCCC2)CC1.O.